From a dataset of Reaction yield outcomes from USPTO patents with 853,638 reactions. Predict the reaction yield, written as a fraction of the theoretical maximum amount of product (1.0 means a 100% yield; for example, 0.34 means a 34% yield). (1) The reactants are [Cl-].C([Al+]CC)C.CCCCCC.[Cl-].[Al+3].[Cl-].[Cl-].[O:17]([C:24]1[CH:29]=[CH:28][C:27]([OH:30])=[CH:26][CH:25]=1)[C:18]1[CH:23]=[CH:22][CH:21]=[CH:20][CH:19]=1.[CH2:31]1[O:34][CH:32]1[CH3:33]. No catalyst specified. The product is [O:17]([C:24]1[CH:25]=[CH:26][C:27]([O:30][CH2:31][C@@H:32]([OH:34])[CH3:33])=[CH:28][CH:29]=1)[C:18]1[CH:23]=[CH:22][CH:21]=[CH:20][CH:19]=1. The yield is 0.720. (2) The reactants are C(=O)([O-])[O-].[Ca+2].[C:6](Cl)(Cl)=[S:7].[F:10][C:11]([F:23])([F:22])[S:12]([C:15]1[CH:16]=[C:17]([CH:19]=[CH:20][CH:21]=1)[NH2:18])(=[O:14])=[O:13].Cl. The catalyst is ClCCl.O. The product is [N:18]([C:17]1[CH:19]=[CH:20][CH:21]=[C:15]([S:12]([C:11]([F:22])([F:10])[F:23])(=[O:13])=[O:14])[CH:16]=1)=[C:6]=[S:7]. The yield is 0.910. (3) The product is [C:32]([C:31]1[CH:34]=[CH:35][C:28]([O:27][CH2:8][C:9]([N:11]2[CH2:26][CH2:25][C:14]3([CH2:17][N:16]([C:18]([O:20][C:21]([CH3:24])([CH3:23])[CH3:22])=[O:19])[CH2:15]3)[CH2:13][CH2:12]2)=[O:10])=[C:29]([CH:36]([CH3:38])[CH3:37])[CH:30]=1)#[N:33]. The reactants are C(=O)([O-])[O-].[Cs+].[Cs+].Br[CH2:8][C:9]([N:11]1[CH2:26][CH2:25][C:14]2([CH2:17][N:16]([C:18]([O:20][C:21]([CH3:24])([CH3:23])[CH3:22])=[O:19])[CH2:15]2)[CH2:13][CH2:12]1)=[O:10].[OH:27][C:28]1[CH:35]=[CH:34][C:31]([C:32]#[N:33])=[CH:30][C:29]=1[CH:36]([CH3:38])[CH3:37]. The yield is 0.780. The catalyst is CN(C)C=O. (4) The reactants are [CH2:1]([O:8][C:9]1[CH:14]=[CH:13][C:12]([NH:15][C:16](=O)[C:17]2[CH:22]=[CH:21][C:20]([Cl:23])=[C:19]([N+:24]([O-:26])=[O:25])[CH:18]=2)=[CH:11][CH:10]=1)[C:2]1[CH:7]=[CH:6][CH:5]=[CH:4][CH:3]=1.COC1C=CC(P2(SP(C3C=CC(OC)=CC=3)(=S)S2)=[S:37])=CC=1. The catalyst is O1CCOCC1. The product is [CH2:1]([O:8][C:9]1[CH:14]=[CH:13][C:12]([NH:15][C:16](=[S:37])[C:17]2[CH:22]=[CH:21][C:20]([Cl:23])=[C:19]([N+:24]([O-:26])=[O:25])[CH:18]=2)=[CH:11][CH:10]=1)[C:2]1[CH:7]=[CH:6][CH:5]=[CH:4][CH:3]=1. The yield is 0.770. (5) The product is [F:35][C:32]([F:34])([F:33])[C:24]1[CH:23]=[C:22]([CH:27]=[C:26]([C:28]([F:29])([F:30])[F:31])[CH:25]=1)[CH2:21][N:14]([C:15]1[CH:16]=[C:17]([CH3:18])[NH:57][N:56]=1)[CH:10]1[CH2:11][CH2:12][CH2:13][N:7]([C:5]([O:4][CH:1]([CH3:2])[CH3:3])=[O:6])[C:8]2[CH:39]=[C:38]([Cl:40])[CH:37]=[CH:36][C:9]1=2. The catalyst is CCO. The yield is 0.210. The reactants are [CH:1]([O:4][C:5]([N:7]1[CH2:13][CH2:12][CH2:11][CH:10]([N:14]([CH2:21][C:22]2[CH:27]=[C:26]([C:28]([F:31])([F:30])[F:29])[CH:25]=[C:24]([C:32]([F:35])([F:34])[F:33])[CH:23]=2)[C:15](=O)[CH2:16][C:17](=O)[CH3:18])[C:9]2[CH:36]=[CH:37][C:38]([Cl:40])=[CH:39][C:8]1=2)=[O:6])([CH3:3])[CH3:2].O=P12OP3(OP(OP(O3)(O1)=O)(=O)O2)=O.O.[NH2:56][NH2:57]. (6) The reactants are [F:1][C:2]1[CH:3]=[C:4]([CH2:10][C:11]([OH:13])=O)[CH:5]=[CH:6][C:7]=1[O:8][CH3:9].[F:14][C:15]1[CH:20]=[CH:19][CH:18]=[CH:17][C:16]=1[O:21][CH3:22]. No catalyst specified. The product is [F:14][C:15]1[CH:20]=[C:19]([C:11](=[O:13])[CH2:10][C:4]2[CH:5]=[CH:6][C:7]([O:8][CH3:9])=[C:2]([F:1])[CH:3]=2)[CH:18]=[CH:17][C:16]=1[O:21][CH3:22]. The yield is 0.775. (7) The reactants are Br[C:2]1[CH:3]=[C:4]([C:16]([NH:18][CH2:19][C:20]2[C:21](=[O:28])[NH:22][C:23]([CH3:27])=[CH:24][C:25]=2[CH3:26])=[O:17])[C:5]2[CH:6]=[N:7][N:8]([CH:11]3[CH2:15][CH2:14][CH2:13][CH2:12]3)[C:9]=2[CH:10]=1.[OH:29][CH2:30][C:31]1[CH:36]=[CH:35][C:34](B(O)O)=[CH:33][CH:32]=1.C([O-])([O-])=O.[Na+].[Na+].C(Cl)Cl. The catalyst is O1CCOCC1.C1C=CC([P]([Pd]([P](C2C=CC=CC=2)(C2C=CC=CC=2)C2C=CC=CC=2)([P](C2C=CC=CC=2)(C2C=CC=CC=2)C2C=CC=CC=2)[P](C2C=CC=CC=2)(C2C=CC=CC=2)C2C=CC=CC=2)(C2C=CC=CC=2)C2C=CC=CC=2)=CC=1. The product is [CH:11]1([N:8]2[C:9]3[CH:10]=[C:2]([C:34]4[CH:35]=[CH:36][C:31]([CH2:30][OH:29])=[CH:32][CH:33]=4)[CH:3]=[C:4]([C:16]([NH:18][CH2:19][C:20]4[C:21](=[O:28])[NH:22][C:23]([CH3:27])=[CH:24][C:25]=4[CH3:26])=[O:17])[C:5]=3[CH:6]=[N:7]2)[CH2:15][CH2:14][CH2:13][CH2:12]1. The yield is 0.893. (8) The reactants are [C:1]([NH:8][C@:9]1([C:14]([OH:16])=[O:15])[CH2:11][C@H:10]1[CH:12]=[CH2:13])([O:3][C:4]([CH3:7])([CH3:6])[CH3:5])=[O:2].[N+](=C)=[N-].[C:20](OCC)(=O)[CH3:21].[CH3:26]CCCCC. The catalyst is CCOCC.C([O-])(=O)C.[Pd+2].C([O-])(=O)C. The product is [CH2:20]([O:15][C:14]([C@@:9]1([NH:8][C:1]([O:3][C:4]([CH3:7])([CH3:6])[CH3:5])=[O:2])[CH2:11][C@H:10]1[CH:12]1[CH2:26][CH2:13]1)=[O:16])[CH3:21]. The yield is 0.780. (9) The reactants are [Cl:1][C:2]1[CH:11]=[N:10][C:9]2[C:4](=[CH:5][CH:6]=[C:7]([OH:12])[CH:8]=2)[N:3]=1.Cl[CH2:14][CH2:15][CH:16]1[CH2:21][CH2:20][N:19]([C:22]2[N:23]=[N:24][C:25]([CH3:28])=[CH:26][CH:27]=2)[CH2:18][CH2:17]1.[I-].[K+].C(=O)([O-])[O-].[K+].[K+]. The catalyst is CN(C)C=O.C(OCC)(=O)C. The product is [Cl:1][C:2]1[CH:11]=[N:10][C:9]2[C:4](=[CH:5][CH:6]=[C:7]([O:12][CH2:14][CH2:15][CH:16]3[CH2:21][CH2:20][N:19]([C:22]4[N:23]=[N:24][C:25]([CH3:28])=[CH:26][CH:27]=4)[CH2:18][CH2:17]3)[CH:8]=2)[N:3]=1. The yield is 0.610.